The task is: Predict the product of the given reaction.. This data is from Forward reaction prediction with 1.9M reactions from USPTO patents (1976-2016). (1) Given the reactants [Cl:1][C:2]1[CH:7]=[CH:6][C:5]([C:8]2[N:9]=[C:10]([CH2:24][O:25][CH:26]3[CH2:31][CH2:30][CH2:29][CH:28]=[CH:27]3)[C:11]([C:21]([OH:23])=[O:22])=[N:12][C:13]=2[C:14]2[CH:19]=[CH:18][C:17]([Cl:20])=[CH:16][CH:15]=2)=[CH:4][CH:3]=1.CO.[CH3:34][Si](C=[N+]=[N-])(C)C, predict the reaction product. The product is: [Cl:1][C:2]1[CH:3]=[CH:4][C:5]([C:8]2[N:9]=[C:10]([CH2:24][O:25][CH:26]3[CH2:31][CH2:30][CH2:29][CH:28]=[CH:27]3)[C:11]([C:21]([O:23][CH3:34])=[O:22])=[N:12][C:13]=2[C:14]2[CH:15]=[CH:16][C:17]([Cl:20])=[CH:18][CH:19]=2)=[CH:6][CH:7]=1. (2) Given the reactants CC1C=CC(S([O-])(=O)=O)=CC=1.CC1C=CC(S([O-])(=O)=O)=CC=1.[CH3:23][N+:24]1[C:28]2=[CH:29][C:30]3[C:31]([CH3:39])([CH3:38])[C:32]([CH3:37])=[N+:33]([CH3:36])[C:34]=3[CH:35]=[C:27]2[C:26]([CH3:41])([CH3:40])[C:25]=1[CH3:42], predict the reaction product. The product is: [CH3:36][N:33]1[C:34]2=[CH:35][C:27]3[C:26]([CH3:40])([CH3:41])[C:25](=[CH2:42])[N:24]([CH3:23])[C:28]=3[CH:29]=[C:30]2[C:31]([CH3:39])([CH3:38])[C:32]1=[CH2:37]. (3) Given the reactants [C:1]([C:4]1[CH:9]=[CH:8][CH:7]=[CH:6][CH:5]=1)(=O)[CH3:2].[Li+].C[Si]([N-][Si](C)(C)C)(C)C.[C:20](Cl)(=O)[CH2:21][CH2:22][CH3:23].O.[NH2:27][NH2:28], predict the reaction product. The product is: [C:4]1([C:1]2[CH:2]=[C:20]([CH2:21][CH2:22][CH3:23])[NH:28][N:27]=2)[CH:9]=[CH:8][CH:7]=[CH:6][CH:5]=1. (4) Given the reactants [CH2:1]([NH:8][C:9]([C:11]1[S:15][C:14]([NH2:16])=[N:13][C:12]=1[C:17]([F:20])([F:19])[F:18])=[O:10])[C:2]1[CH:7]=[CH:6][CH:5]=[CH:4][CH:3]=1.[CH2:21]([C:26]1[CH:34]=[CH:33][C:29]([C:30](Cl)=[O:31])=[CH:28][CH:27]=1)[CH2:22][CH2:23][CH2:24][CH3:25], predict the reaction product. The product is: [CH2:21]([C:26]1[CH:34]=[CH:33][C:29]([C:30]([NH:16][C:14]2[S:15][C:11]([C:9]([NH:8][CH2:1][C:2]3[CH:7]=[CH:6][CH:5]=[CH:4][CH:3]=3)=[O:10])=[C:12]([C:17]([F:20])([F:18])[F:19])[N:13]=2)=[O:31])=[CH:28][CH:27]=1)[CH2:22][CH2:23][CH2:24][CH3:25]. (5) Given the reactants [S-:1][C:2]#[N:3].[K+].[C:5]1(COC(Cl)=O)[C:17]2[CH2:16][C:15]3[C:10](=[CH:11][CH:12]=[CH:13][CH:14]=3)[C:9]=2[CH:8]=[CH:7][CH:6]=1.[C:23]([O:26][CH2:27]C)(=[O:25])C, predict the reaction product. The product is: [C:23]([N:3]=[C:2]=[S:1])(=[O:25])[O:26][CH2:27][CH:16]1[C:17]2[CH:5]=[CH:6][CH:7]=[CH:8][C:9]=2[C:10]2[C:15]1=[CH:14][CH:13]=[CH:12][CH:11]=2. (6) Given the reactants [NH2:1][C:2]([C:4]1[CH:5]=[C:6]([C:27]2[CH:32]=[CH:31][CH:30]=[CH:29][CH:28]=2)[CH:7]=[C:8]2[C:12]=1[NH:11][CH:10]=[C:9]2[CH2:13][CH:14]1[CH2:19][CH2:18][CH2:17][N:16](C(OC(C)(C)C)=O)[CH2:15]1)=[O:3].Cl.[CH2:34]([S:36](Cl)(=[O:38])=[O:37])[CH3:35].CCN(CC)CC, predict the reaction product. The product is: [CH2:34]([S:36]([N:16]1[CH2:17][CH2:18][CH2:19][CH:14]([CH2:13][C:9]2[C:8]3[C:12](=[C:4]([C:2]([NH2:1])=[O:3])[CH:5]=[C:6]([C:27]4[CH:32]=[CH:31][CH:30]=[CH:29][CH:28]=4)[CH:7]=3)[NH:11][CH:10]=2)[CH2:15]1)(=[O:38])=[O:37])[CH3:35]. (7) Given the reactants CC(C)(C)C(OC[N:7]1[CH:11]=[N:10][C:9]([C:12]2[CH:17]=[CH:16][C:15]([C:18]3[CH:23]=[CH:22][CH:21]=[C:20]([CH2:24][NH:25][CH:26]4[CH2:34][C:33]5[C:28](=[CH:29][CH:30]=[CH:31][CH:32]=5)[CH2:27]4)[CH:19]=3)=[CH:14][CH:13]=2)=[N:8]1)=O.C[O-].[Na+].CO.[ClH:42].C([O-])([O-])=O.[Na+].[Na+], predict the reaction product. The product is: [ClH:42].[NH:7]1[CH:11]=[N:10][C:9]([C:12]2[CH:17]=[CH:16][C:15]([C:18]3[CH:23]=[CH:22][CH:21]=[C:20]([CH2:24][NH:25][CH:26]4[CH2:27][C:28]5[C:33](=[CH:32][CH:31]=[CH:30][CH:29]=5)[CH2:34]4)[CH:19]=3)=[CH:14][CH:13]=2)=[N:8]1.